From a dataset of Peptide-MHC class II binding affinity with 134,281 pairs from IEDB. Regression. Given a peptide amino acid sequence and an MHC pseudo amino acid sequence, predict their binding affinity value. This is MHC class II binding data. (1) The peptide sequence is KKGLNWITKVIMGAVLI. The MHC is DRB1_0901 with pseudo-sequence DRB1_0901. The binding affinity (normalized) is 0.744. (2) The peptide sequence is AFKVAATAANAAVAN. The MHC is HLA-DPA10201-DPB11401 with pseudo-sequence HLA-DPA10201-DPB11401. The binding affinity (normalized) is 0.856. (3) The peptide sequence is IQLVFSSMINPLVIT. The MHC is H-2-IAb with pseudo-sequence H-2-IAb. The binding affinity (normalized) is 0.180. (4) The peptide sequence is YFYAGSPEGEETIICDSE. The MHC is DRB1_0101 with pseudo-sequence DRB1_0101. The binding affinity (normalized) is 0. (5) The peptide sequence is AHLAEENEGDNACKR. The binding affinity (normalized) is 0.232. The MHC is DRB4_0103 with pseudo-sequence DRB4_0103. (6) The peptide sequence is DREVVANVIGLSGDS. The MHC is DRB1_1501 with pseudo-sequence DRB1_1501. The binding affinity (normalized) is 0.308. (7) The MHC is DRB1_0802 with pseudo-sequence DRB1_0802. The binding affinity (normalized) is 0.441. The peptide sequence is AVFEAALTKAITAMT.